This data is from Full USPTO retrosynthesis dataset with 1.9M reactions from patents (1976-2016). The task is: Predict the reactants needed to synthesize the given product. (1) The reactants are: [Br:1][C:2]1[CH:7]=[C:6]([NH:8][CH3:9])[C:5]([NH2:10])=[CH:4][CH:3]=1.[CH:11](O)=O. Given the product [Br:1][C:2]1[CH:3]=[CH:4][C:5]2[N:10]=[CH:9][N:8]([CH3:11])[C:6]=2[CH:7]=1, predict the reactants needed to synthesize it. (2) Given the product [CH2:1]([N:8]1[C@@H:13]2[C@@H:14]([C:16]3[NH:34][N:33]=[N:32][N:17]=3)[CH2:15][C@@:9]1([C:26]1[CH:27]=[CH:28][CH:29]=[CH:30][CH:31]=1)[C@H:10]([O:18][Si:19]([C:22]([CH3:24])([CH3:25])[CH3:23])([CH3:21])[CH3:20])[CH2:11][CH2:12]2)[C:2]1[CH:3]=[CH:4][CH:5]=[CH:6][CH:7]=1, predict the reactants needed to synthesize it. The reactants are: [CH2:1]([N:8]1[C@@H:13]2[C@@H:14]([C:16]#[N:17])[CH2:15][C@@:9]1([C:26]1[CH:31]=[CH:30][CH:29]=[CH:28][CH:27]=1)[C@H:10]([O:18][Si:19]([C:22]([CH3:25])([CH3:24])[CH3:23])([CH3:21])[CH3:20])[CH2:11][CH2:12]2)[C:2]1[CH:7]=[CH:6][CH:5]=[CH:4][CH:3]=1.[N-:32]=[N+:33]=[N-:34].[Na+].Cl.C(N(CC)CC)C.CN(C)C=O. (3) Given the product [Cl:47][C:44]1[CH:43]=[CH:42][C:41]([S:40][C:29]2[C:28]3[C:32](=[CH:33][CH:34]=[CH:26][C:27]=3[NH:11][CH2:10][CH3:9])[N:31]([CH2:35][C:36]([OH:38])=[O:37])[C:30]=2[CH3:39])=[CH:46][CH:45]=1, predict the reactants needed to synthesize it. The reactants are: ClC1C=CC(S[C:9]2C3C(=CC=C(C(OC)=O)C=3)[NH:11][C:10]=2C)=CC=1.C([C:26]1[CH:27]=[C:28]2[C:32](=[CH:33][CH:34]=1)[N:31]([CH2:35][C:36]([OH:38])=[O:37])[C:30]([CH3:39])=[C:29]2[S:40][C:41]1[CH:46]=[CH:45][C:44]([Cl:47])=[CH:43][CH:42]=1)(O)=O. (4) The reactants are: [CH2:1]1[C:9]2[C:4](=[CH:5][C:6]([NH2:10])=[CH:7][CH:8]=2)[CH2:3][CH2:2]1.[Cl:11][C:12]1[C:21]2[C:16](=[C:17]([I:23])[C:18]([CH3:22])=[CH:19][CH:20]=2)[N:15]=[CH:14][N:13]=1.CC(O)C. Given the product [ClH:11].[CH2:1]1[C:9]2[C:4](=[CH:5][C:6]([NH:10][C:12]3[C:21]4[C:16](=[C:17]([I:23])[C:18]([CH3:22])=[CH:19][CH:20]=4)[N:15]=[CH:14][N:13]=3)=[CH:7][CH:8]=2)[CH2:3][CH2:2]1, predict the reactants needed to synthesize it. (5) Given the product [OH:1][C:2]1[CH:9]=[CH:8][C:5]([CH:6]=[CH:10][C:11](=[O:14])[CH2:12][CH3:13])=[CH:4][CH:3]=1, predict the reactants needed to synthesize it. The reactants are: [OH:1][C:2]1[CH:9]=[CH:8][C:5]([CH:6]=O)=[CH:4][CH:3]=1.[CH3:10][C:11](=[O:14])[CH2:12][CH3:13].Cl. (6) Given the product [F:1][C:2]1[C:20]2[C:19](=[O:21])[C:18]([C:22]([OH:24])=[O:23])=[CH:17][N:7]3[C@H:8]([C:11]4[CH:16]=[CH:15][CH:14]=[CH:13][CH:12]=4)[CH2:9][O:10][C:5]([C:6]=23)=[C:4]([NH:27][CH2:28][CH2:29][NH:30][C:31]2[CH:36]=[CH:35][CH:34]=[CH:33][N:32]=2)[C:3]=1[F:37], predict the reactants needed to synthesize it. The reactants are: [F:1][C:2]1[C:20]2[C:19](=[O:21])[C:18]([C:22]([O:24]CC)=[O:23])=[CH:17][N:7]3[C@H:8]([C:11]4[CH:16]=[CH:15][CH:14]=[CH:13][CH:12]=4)[CH2:9][O:10][C:5]([C:6]=23)=[C:4]([NH:27][CH2:28][CH2:29][NH:30][C:31]2[CH:36]=[CH:35][CH:34]=[CH:33][N:32]=2)[C:3]=1[F:37].[OH-].[Na+].Cl.O. (7) Given the product [Cl:5][C:6]1[CH:11]=[C:10]([F:12])[C:9]([N:13]2[C:18](=[O:19])[CH:17]=[C:16]([C:20]([F:22])([F:23])[F:21])[N:15]([CH3:24])[C:14]2=[O:25])=[CH:8][C:7]=1[S:26]([N:29]=[C:36]=[O:37])(=[O:27])=[O:28], predict the reactants needed to synthesize it. The reactants are: S(Cl)(Cl)=O.[Cl:5][C:6]1[CH:11]=[C:10]([F:12])[C:9]([N:13]2[C:18](=[O:19])[CH:17]=[C:16]([C:20]([F:23])([F:22])[F:21])[N:15]([CH3:24])[C:14]2=[O:25])=[CH:8][C:7]=1[S:26]([NH-:29])(=[O:28])=[O:27].N1C=CC=CC=1.[C:36](Cl)(Cl)=[O:37]. (8) The reactants are: I[C:2]1[CH:7]=[CH:6][CH:5]=[CH:4][CH:3]=1.[CH2:8]([O:10][C:11]1[CH:12]=[C:13]2[NH:19][CH:18]=[CH:17][C:14]2=[N:15][CH:16]=1)[CH3:9].[Cl-].[Li+].CNCCNC.C(=O)([O-])[O-].[K+].[K+].[OH-].[NH4+]. Given the product [CH2:8]([O:10][C:11]1[CH:12]=[C:13]2[N:19]([C:2]3[CH:7]=[CH:6][CH:5]=[CH:4][CH:3]=3)[CH:18]=[CH:17][C:14]2=[N:15][CH:16]=1)[CH3:9], predict the reactants needed to synthesize it. (9) The reactants are: [F:1][C:2]1[CH:7]=[C:6]([F:8])[CH:5]=[CH:4][C:3]=1[C@@H:9]([F:30])[CH:10]1[CH2:15][CH2:14][N:13]([C:16]2[N:17]=[C:18]3[CH2:29][CH2:28][NH:27][CH2:26][C:19]3=[N:20][C:21]=2[NH:22][CH:23]([CH3:25])[CH3:24])[CH2:12][CH2:11]1.[CH:31](OC1C=CC=CC=1)=[O:32]. Given the product [F:1][C:2]1[CH:7]=[C:6]([F:8])[CH:5]=[CH:4][C:3]=1[C@@H:9]([F:30])[CH:10]1[CH2:15][CH2:14][N:13]([C:16]2[N:17]=[C:18]3[CH2:29][CH2:28][N:27]([CH:31]=[O:32])[CH2:26][C:19]3=[N:20][C:21]=2[NH:22][CH:23]([CH3:25])[CH3:24])[CH2:12][CH2:11]1, predict the reactants needed to synthesize it. (10) Given the product [CH3:1][O:2][C:3]1[CH:4]=[C:5]2[C:10](=[CH:11][C:12]=1[O:13][CH3:14])[C:9](=[O:15])[NH:8][CH2:7]/[C:6]/2=[CH:16]\[C:17]([NH:20][C:21]1[CH:30]=[CH:29][CH:28]=[CH:27][C:22]=1[C:23]([O:25][CH3:26])=[O:24])=[O:19], predict the reactants needed to synthesize it. The reactants are: [CH3:1][O:2][C:3]1[CH:4]=[C:5]2[C:10](=[CH:11][C:12]=1[O:13][CH3:14])[C:9](=[O:15])[NH:8][CH2:7]/[C:6]/2=[CH:16]\[C:17]([OH:19])=O.[NH2:20][C:21]1[CH:30]=[CH:29][CH:28]=[CH:27][C:22]=1[C:23]([O:25][CH3:26])=[O:24].C1C=CC2N(O)N=NC=2C=1.CCN=C=NCCCN(C)C.CCN(CC)CC.